This data is from Full USPTO retrosynthesis dataset with 1.9M reactions from patents (1976-2016). The task is: Predict the reactants needed to synthesize the given product. (1) Given the product [Cl:41][C:30]1[CH:29]=[C:28]([NH:27][C:20]2[C:19]3[C:24](=[CH:25][CH:26]=[C:17]([NH:16][C:12]4[O:13][CH:14]5[CH2:15][NH:8][CH2:9][CH:10]5[N:11]=4)[CH:18]=3)[N:23]=[CH:22][N:21]=2)[CH:33]=[CH:32][C:31]=1[O:34][CH2:35][C:36]1[S:37][CH:38]=[CH:39][N:40]=1, predict the reactants needed to synthesize it. The reactants are: C(OC([N:8]1[CH2:15][CH:14]2[CH:10]([N:11]=[C:12]([NH:16][C:17]3[CH:18]=[C:19]4[C:24](=[CH:25][CH:26]=3)[N:23]=[CH:22][N:21]=[C:20]4[NH:27][C:28]3[CH:33]=[CH:32][C:31]([O:34][CH2:35][C:36]4[S:37][CH:38]=[CH:39][N:40]=4)=[C:30]([Cl:41])[CH:29]=3)[O:13]2)[CH2:9]1)=O)(C)(C)C.C(O)(C(F)(F)F)=O. (2) Given the product [Cl:17][C:14]1[CH:15]=[C:16]2[NH:8][C:9](=[O:34])[C:10]3([CH:18]([C:19]4[CH:24]=[C:23]([Cl:25])[CH:22]=[CH:21][C:20]=4[O:26][C:27]([C:30]([O:32][CH3:33])=[O:31])([CH3:29])[CH3:28])[CH2:45][C:44](=[O:46])[NH:43][CH:42]3[C:40]3[CH:41]=[C:36]([CH3:35])[CH:37]=[CH:38][C:39]=3[O:51][CH3:52])[C:11]2=[CH:12][CH:13]=1, predict the reactants needed to synthesize it. The reactants are: C(OC([N:8]1[C:16]2[C:11](=[CH:12][CH:13]=[C:14]([Cl:17])[CH:15]=2)/[C:10](=[CH:18]/[C:19]2[CH:24]=[C:23]([Cl:25])[CH:22]=[CH:21][C:20]=2[O:26][C:27]([C:30]([O:32][CH3:33])=[O:31])([CH3:29])[CH3:28])/[C:9]1=[O:34])=O)(C)(C)C.[CH3:35][C:36]1[CH:37]=[CH:38][C:39]([O:51][CH3:52])=[C:40]([CH:42]=[N:43][C:44]([O:46][Si](C)(C)C)=[CH2:45])[CH:41]=1. (3) Given the product [CH2:1]([O:3][C:4](=[O:35])[C:5]([CH3:34])([O:27][C:28]1[CH:33]=[CH:32][CH:31]=[CH:30][CH:29]=1)[CH2:6][C:7]1[CH:12]=[CH:11][C:10]([O:13][C:14]2[CH:19]=[C:18]([N:20]3[CH2:21][CH2:22][N:23]([CH2:42][C:37]4[CH:38]=[CH:39][CH:40]=[CH:41][N:36]=4)[CH2:24][CH2:25]3)[N:17]=[C:16]([NH2:26])[N:15]=2)=[CH:9][CH:8]=1)[CH3:2], predict the reactants needed to synthesize it. The reactants are: [CH2:1]([O:3][C:4](=[O:35])[C:5]([CH3:34])([O:27][C:28]1[CH:33]=[CH:32][CH:31]=[CH:30][CH:29]=1)[CH2:6][C:7]1[CH:12]=[CH:11][C:10]([O:13][C:14]2[CH:19]=[C:18]([N:20]3[CH2:25][CH2:24][NH:23][CH2:22][CH2:21]3)[N:17]=[C:16]([NH2:26])[N:15]=2)=[CH:9][CH:8]=1)[CH3:2].[N:36]1[CH:41]=[CH:40][CH:39]=[CH:38][C:37]=1[CH:42]=O.C(O[BH-](OC(=O)C)OC(=O)C)(=O)C.[Na+].O.